Dataset: Reaction yield outcomes from USPTO patents with 853,638 reactions. Task: Predict the reaction yield, written as a fraction of the theoretical maximum amount of product (1.0 means a 100% yield; for example, 0.34 means a 34% yield). (1) The reactants are O[C:2]([C:13]1[C:21]2[O:20][CH2:19][CH2:18][C:17]=2[C:16]([CH3:22])=[C:15]([NH:23]C(=O)OC(C)(C)C)[C:14]=1[CH3:31])([C:4]1[CH:9]=[CH:8][C:7]([CH:10]([CH3:12])[CH3:11])=[CH:6][CH:5]=1)[CH3:3].Cl.C(OCC)(=O)C.C(=O)([O-])O.[Na+]. The catalyst is C(OCC)(=O)C. The product is [CH:10]([C:7]1[CH:8]=[CH:9][C:4]([C:2]([C:13]2[C:21]3[O:20][CH2:19][CH2:18][C:17]=3[C:16]([CH3:22])=[C:15]([NH2:23])[C:14]=2[CH3:31])=[CH2:3])=[CH:5][CH:6]=1)([CH3:11])[CH3:12]. The yield is 1.00. (2) The reactants are [BH4-].[Na+].[Cl:3][C:4]1[CH:5]=[C:6]([NH:10][C:11]2[N:16]=[C:15]([C:17]3[CH:22]=[CH:21][N:20]=[C:19]([C:23](=[O:25])[CH3:24])[CH:18]=3)[CH:14]=[CH:13][N:12]=2)[CH:7]=[CH:8][CH:9]=1.ClC1C=C(NC2N=C(C3C=CN=C(C#N)C=3)C=CN=2)C=CC=1.Cl. The catalyst is CO.C1COCC1. The product is [Cl:3][C:4]1[CH:5]=[C:6]([NH:10][C:11]2[N:16]=[C:15]([C:17]3[CH:22]=[CH:21][N:20]=[C:19]([CH:23]([OH:25])[CH3:24])[CH:18]=3)[CH:14]=[CH:13][N:12]=2)[CH:7]=[CH:8][CH:9]=1. The yield is 0.516. (3) The reactants are CS([O:5][CH2:6][CH:7]1[CH2:12][CH2:11][N:10]([C:13]2[O:17][N:16]=[C:15]([CH:18]([CH3:20])[CH3:19])[N:14]=2)[CH2:9][CH2:8]1)(=O)=O.Cl.[F:22][C:23]1[CH:28]=[C:27]([S:29][CH3:30])[CH:26]=[CH:25][C:24]=1[C:31]1[N:36]=[CH:35][C:34](O)=[CH:33][CH:32]=1.C(=O)([O-])[O-].[K+].[K+]. The catalyst is CN(C)C=O. The product is [F:22][C:23]1[CH:28]=[C:27]([S:29][CH3:30])[CH:26]=[CH:25][C:24]=1[C:31]1[CH:32]=[CH:33][C:34]([O:5][CH2:6][CH:7]2[CH2:8][CH2:9][N:10]([C:13]3[O:17][N:16]=[C:15]([CH:18]([CH3:19])[CH3:20])[N:14]=3)[CH2:11][CH2:12]2)=[CH:35][N:36]=1. The yield is 0.920. (4) The reactants are C(OC(=O)[NH:7][C:8]1[CH:12]=[CH:11][S:10][C:9]=1[CH:13]=O)(C)(C)C.[C:16](#[N:20])[CH2:17][C:18]#[N:19]. The catalyst is C(O)C.N1CCCCC1. The product is [NH2:19][C:18]1[N:7]=[C:8]2[CH:12]=[CH:11][S:10][C:9]2=[CH:13][C:17]=1[C:16]#[N:20]. The yield is 0.560. (5) The reactants are Br[C:2]1[CH:10]=[CH:9][CH:8]=[C:7]2[C:3]=1[CH:4]=[CH:5][NH:6]2.[F:11][C:12]1[CH:17]=[C:16]([F:18])[CH:15]=[CH:14][C:13]=1B(O)O.[OH-].[Na+]. The catalyst is C1COCC1.[Pd].C(OCC)(=O)C. The product is [F:11][C:12]1[CH:17]=[C:16]([F:18])[CH:15]=[CH:14][C:13]=1[C:2]1[CH:10]=[CH:9][CH:8]=[C:7]2[C:3]=1[CH:4]=[CH:5][NH:6]2. The yield is 0.900.